From a dataset of Full USPTO retrosynthesis dataset with 1.9M reactions from patents (1976-2016). Predict the reactants needed to synthesize the given product. (1) Given the product [CH3:63][NH:64][C:2]1[CH:7]=[CH:6][N:5]2[N:8]=[CH:9][CH:10]=[C:4]2[CH:3]=1, predict the reactants needed to synthesize it. The reactants are: Br[C:2]1[CH:7]=[CH:6][N:5]2[N:8]=[CH:9][CH:10]=[C:4]2[CH:3]=1.C(O[Na])(C)(C)C.C1C=CC(P(C2C(C3C(P(C4C=CC=CC=4)C4C=CC=CC=4)=CC=C4C=3C=CC=C4)=C3C(C=CC=C3)=CC=2)C2C=CC=CC=2)=CC=1.[CH3:63][NH2:64].C1COCC1. (2) Given the product [Cl:26][C:27]1[CH:28]=[C:29]([C:33]2[N:35]=[C:23]([CH:11]3[CH2:10][CH:9]([C:6]4[CH:5]=[CH:4][C:3]([CH2:1][CH3:2])=[CH:8][CH:7]=4)[CH2:14][N:13]([C:15]([N:17]4[CH2:22][CH2:21][O:20][CH2:19][CH2:18]4)=[O:16])[CH2:12]3)[O:24][N:34]=2)[CH:30]=[CH:31][CH:32]=1, predict the reactants needed to synthesize it. The reactants are: [CH2:1]([C:3]1[CH:8]=[CH:7][C:6]([CH:9]2[CH2:14][N:13]([C:15]([N:17]3[CH2:22][CH2:21][O:20][CH2:19][CH2:18]3)=[O:16])[CH2:12][CH:11]([C:23](O)=[O:24])[CH2:10]2)=[CH:5][CH:4]=1)[CH3:2].[Cl:26][C:27]1[CH:28]=[C:29]([C:33](=[N:35]O)[NH2:34])[CH:30]=[CH:31][CH:32]=1. (3) Given the product [CH3:1][O:2][C:3]1[C:8]2[O:9][C:10]3[CH:15]=[CH:14][C:13]([N+:16]([O-:18])=[O:17])=[CH:12][C:11]=3[C:7]=2[C:6]([C:19]([OH:22])=[O:20])=[CH:5][CH:4]=1, predict the reactants needed to synthesize it. The reactants are: [CH3:1][O:2][C:3]1[C:8]2[O:9][C:10]3[CH:15]=[CH:14][C:13]([N+:16]([O-:18])=[O:17])=[CH:12][C:11]=3[C:7]=2[C:6]([CH:19]=[O:20])=[CH:5][CH:4]=1.[Mn]([O-])(=O)(=O)=[O:22].[K+]. (4) Given the product [NH2:1][C:2]1[CH:10]=[C:6]([C:7]([NH:11][C@@:12]2([C:17]([O:19][CH2:20][CH2:21][CH2:22][CH3:23])=[O:18])[CH2:16][CH2:15][O:14][CH2:13]2)=[O:9])[CH:5]=[N:4][CH:3]=1, predict the reactants needed to synthesize it. The reactants are: [NH2:1][C:2]1[CH:3]=[N:4][CH:5]=[C:6]([CH:10]=1)[C:7]([OH:9])=O.[NH2:11][C@@:12]1([C:17]([O:19][CH2:20][CH2:21][CH2:22][CH3:23])=[O:18])[CH2:16][CH2:15][O:14][CH2:13]1.CN(C(ON1N=NC2C=CC=CC1=2)=[N+](C)C)C.[B-](F)(F)(F)F. (5) Given the product [CH3:26][O:27][C:28]1[CH:29]=[C:30]([NH:31][CH:32]([C:33]2[CH:34]=[N:35][C:36]([O:39][CH3:40])=[CH:37][CH:38]=2)[C:8]([C:10]2[C:18]3[C:13](=[CH:14][CH:15]=[CH:16][CH:17]=3)[NH:12][CH:11]=2)=[O:9])[CH:41]=[C:42]([O:44][CH3:45])[CH:43]=1, predict the reactants needed to synthesize it. The reactants are: C(N(CC)CC)C.[CH:8]([C:10]1[C:18]2[C:13](=[CH:14][CH:15]=[CH:16][CH:17]=2)[N:12](C(OC(C)(C)C)=O)[CH:11]=1)=[O:9].[CH3:26][O:27][C:28]1[CH:29]=[C:30]([CH:41]=[C:42]([O:44][CH3:45])[CH:43]=1)[N:31]=[CH:32][C:33]1[CH:34]=[N:35][C:36]([O:39][CH3:40])=[CH:37][CH:38]=1. (6) Given the product [Cl:15][C:10]1[CH:9]=[C:8]([C:7]2[C:2]([N:16]3[CH2:21][CH2:20][NH:19][CH2:18][CH2:17]3)=[N:3][CH:4]=[CH:5][N:6]=2)[CH:13]=[CH:12][C:11]=1[Cl:14], predict the reactants needed to synthesize it. The reactants are: Cl[C:2]1[C:7]([C:8]2[CH:13]=[CH:12][C:11]([Cl:14])=[C:10]([Cl:15])[CH:9]=2)=[N:6][CH:5]=[CH:4][N:3]=1.[NH:16]1[CH2:21][CH2:20][NH:19][CH2:18][CH2:17]1.C(Cl)Cl. (7) Given the product [F:12][C:4]1[C:5]([C:6]#[N:7])=[CH:8][C:9]2[N:10]([CH3:11])[C:20]([C:16]3[CH:17]=[N:18][CH:19]=[C:14]([F:13])[CH:15]=3)=[N:1][C:2]=2[CH:3]=1, predict the reactants needed to synthesize it. The reactants are: [NH2:1][C:2]1[C:9]([NH:10][CH3:11])=[CH:8][C:5]([C:6]#[N:7])=[C:4]([F:12])[CH:3]=1.[F:13][C:14]1[CH:15]=[C:16]([CH:20]=O)[CH:17]=[N:18][CH:19]=1.OOS([O-])=O.[K+].